This data is from Full USPTO retrosynthesis dataset with 1.9M reactions from patents (1976-2016). The task is: Predict the reactants needed to synthesize the given product. (1) Given the product [Cl:11][C:12]1[CH:13]=[CH:14][C:15]([OH:21])=[C:16]([C:17]2[O:1][N:2]=[C:3]([C:5]3[CH:10]=[CH:9][CH:8]=[CH:7][N:6]=3)[N:4]=2)[CH:20]=1, predict the reactants needed to synthesize it. The reactants are: [OH:1][NH:2][C:3]([C:5]1[CH:10]=[CH:9][CH:8]=[CH:7][N:6]=1)=[NH:4].[Cl:11][C:12]1[CH:20]=[C:16]([C:17](O)=O)[C:15]([OH:21])=[CH:14][CH:13]=1. (2) Given the product [O:20]=[C:18]1[NH:1][C:2]2[CH:7]=[C:6]([C:8]([O:10][CH3:11])=[O:9])[CH:5]=[CH:4][C:3]=2[CH2:12][N:13]2[N:14]=[CH:15][CH:16]=[C:17]12, predict the reactants needed to synthesize it. The reactants are: [NH2:1][C:2]1[CH:7]=[C:6]([C:8]([O:10][CH3:11])=[O:9])[CH:5]=[CH:4][C:3]=1[CH2:12][N:13]1[C:17]([C:18]([O:20]C)=O)=[CH:16][CH:15]=[N:14]1. (3) Given the product [CH2:27]([O:26][C:19]1[CH:20]=[C:21]([CH2:24][CH3:25])[CH:22]=[CH:23][C:18]=1[O:17][C:14]1[CH:15]=[CH:16][C:11]([N:10]2[CH2:2][CH2:1][O:8][C:9]2=[O:35])=[CH:12][C:13]=1[F:34])[C:28]1[CH:29]=[CH:30][CH:31]=[CH:32][CH:33]=1, predict the reactants needed to synthesize it. The reactants are: [CH2:1]([O:8][C:9](=[O:35])[NH:10][C:11]1[CH:16]=[CH:15][C:14]([O:17][C:18]2[CH:23]=[CH:22][C:21]([CH2:24][CH3:25])=[CH:20][C:19]=2[O:26][CH2:27][C:28]2[CH:33]=[CH:32][CH:31]=[CH:30][CH:29]=2)=[C:13]([F:34])[CH:12]=1)[C:2]1C=CC=CC=1.C([Li])CCC.C1OC1. (4) Given the product [ClH:1].[CH3:19][N:16]1[CH2:17][CH2:18][N:14]([CH2:13][CH2:12][N:7]2[CH2:6][C:5]3[C:9](=[CH:10][CH:11]=[C:3]([NH:2][C:22]([NH2:23])=[NH:21])[CH:4]=3)[CH2:8]2)[C:15]1=[O:20], predict the reactants needed to synthesize it. The reactants are: [ClH:1].[NH2:2][C:3]1[CH:4]=[C:5]2[C:9](=[CH:10][CH:11]=1)[CH2:8][N:7]([CH2:12][CH2:13][N:14]1[CH2:18][CH2:17][N:16]([CH3:19])[C:15]1=[O:20])[CH2:6]2.[N:21]#[C:22][NH2:23]. (5) Given the product [CH3:1][CH:2]([CH3:17])[C@@H:3]([NH:6][C:7]1[CH:12]=[CH:11][C:10]([C:13]([F:14])([F:15])[F:16])=[CH:9][CH:8]=1)[CH2:4][O:5][C:18]1[CH:23]=[CH:22][CH:21]=[CH:20][CH:19]=1, predict the reactants needed to synthesize it. The reactants are: [CH3:1][CH:2]([CH3:17])[C@@H:3]([NH:6][C:7]1[CH:12]=[CH:11][C:10]([C:13]([F:16])([F:15])[F:14])=[CH:9][CH:8]=1)[CH2:4][OH:5].[C:18]1(O)[CH:23]=[CH:22][CH:21]=[CH:20][CH:19]=1.C1(P(C2C=CC=CC=2)C2C=CC=CC=2)C=CC=CC=1.N(C(OC(C)C)=O)=NC(OC(C)C)=O. (6) Given the product [Cl:1][C:2]1[CH:3]=[C:4]([CH2:9][CH2:10][NH2:11])[CH:5]=[C:6]([Cl:8])[CH:7]=1, predict the reactants needed to synthesize it. The reactants are: [Cl:1][C:2]1[CH:3]=[C:4]([CH2:9][C:10]#[N:11])[CH:5]=[C:6]([Cl:8])[CH:7]=1.Cl.[OH-].[Na+]. (7) Given the product [CH3:1][O:2][C:3]1[CH:4]=[C:5]([N:18]2[CH:22]=[CH:21][CH:20]=[N:19]2)[CH:6]=[CH:7][C:8]=1[C:24]1[S:28][C:27]([N:29]([CH3:40])[CH:30]2[CH2:35][C:34]([CH3:36])([CH3:37])[NH:33][C:32]([CH3:39])([CH3:38])[CH2:31]2)=[N:26][N:25]=1, predict the reactants needed to synthesize it. The reactants are: [CH3:1][O:2][C:3]1[CH:4]=[C:5]([N:18]2[CH:22]=[CH:21][CH:20]=[N:19]2)[CH:6]=[CH:7][C:8]=1B1OC(C)(C)C(C)(C)O1.Br[C:24]1[S:28][C:27]([N:29]([CH3:40])[CH:30]2[CH2:35][C:34]([CH3:37])([CH3:36])[NH:33][C:32]([CH3:39])([CH3:38])[CH2:31]2)=[N:26][N:25]=1.C([O-])([O-])=O.[Na+].[Na+].